Dataset: Reaction yield outcomes from USPTO patents with 853,638 reactions. Task: Predict the reaction yield, written as a fraction of the theoretical maximum amount of product (1.0 means a 100% yield; for example, 0.34 means a 34% yield). (1) The catalyst is C(O)(=O)C. The product is [CH2:25]([O:24][C:22]1[CH:21]=[CH:20][C:19]([S:32][C:33]2[CH:34]=[CH:35][C:36]([OH:39])=[CH:37][CH:38]=2)=[C:18]([NH:2][C:1]2[C:3]3[C:4](=[N:5][C:6]([CH:9]([CH3:10])[CH3:11])=[CH:7][N:8]=3)[N:12]=[CH:13][N:14]=2)[CH:23]=1)[C:26]1[CH:27]=[CH:28][CH:29]=[CH:30][CH:31]=1. The yield is 0.530. The reactants are [C:1]([C:3]1[C:4]([N:12]=[CH:13][N:14](C)C)=[N:5][C:6]([CH:9]([CH3:11])[CH3:10])=[CH:7][N:8]=1)#[N:2].N[C:18]1[CH:23]=[C:22]([O:24][CH2:25][C:26]2[CH:31]=[CH:30][CH:29]=[CH:28][CH:27]=2)[CH:21]=[CH:20][C:19]=1[S:32][C:33]1[CH:38]=[CH:37][C:36]([OH:39])=[CH:35][CH:34]=1. (2) The reactants are C([O:8][C:9]1[CH:18]=[C:17]2[C:12]([C:13]([N:20]3[CH2:24][CH2:23][CH2:22][CH2:21]3)=[CH:14][C:15]([CH3:19])=[N:16]2)=[CH:11][C:10]=1[F:25])C1C=CC=CC=1. The catalyst is CO.[Pd]. The product is [F:25][C:10]1[CH:11]=[C:12]2[C:17](=[CH:18][C:9]=1[OH:8])[N:16]=[C:15]([CH3:19])[CH:14]=[C:13]2[N:20]1[CH2:24][CH2:23][CH2:22][CH2:21]1. The yield is 0.928. (3) The reactants are [CH3:1]I.[Br:3][C:4]1[C:9]([OH:10])=[CH:8][CH:7]=[C:6]([I:11])[N:5]=1.O. The catalyst is CN(C=O)C. The product is [Br:3][C:4]1[C:9]([O:10][CH3:1])=[CH:8][CH:7]=[C:6]([I:11])[N:5]=1. The yield is 1.00. (4) The reactants are Cl.Cl.[F:3][C:4]1[C:9]([F:10])=[CH:8][CH:7]=[CH:6][C:5]=1[C@@H:11]1[CH2:21][CH2:20][C@@H:19]([O:22][Si](C(C)C)(C(C)C)C(C)C)[C:14]2=[N:15][CH:16]=[CH:17][CH:18]=[C:13]2[CH:12]1[NH2:33].C(O)(C)C. The catalyst is O. The product is [NH2:33][CH:12]1[C:13]2[C:14](=[N:15][CH:16]=[CH:17][CH:18]=2)[C@H:19]([OH:22])[CH2:20][CH2:21][C@H:11]1[C:5]1[CH:6]=[CH:7][CH:8]=[C:9]([F:10])[C:4]=1[F:3]. The yield is 0.990. (5) The reactants are Br[C:2]1[C:9]([F:10])=[C:8]([F:11])[C:5]([C:6]#[N:7])=[C:4]([F:12])[C:3]=1[F:13].[C:14]([C:16]1[CH:21]=[CH:20][C:19](B2OC(C)(C)C(C)(C)O2)=[CH:18][N:17]=1)#[N:15].C1(P(C2CCCCC2)C2C=CC=CC=2C2C(OC)=CC=CC=2OC)CCCCC1.[O-]P([O-])([O-])=O.[K+].[K+].[K+]. The catalyst is C1(C)C=CC=CC=1.C1C=CC(/C=C/C(/C=C/C2C=CC=CC=2)=O)=CC=1.C1C=CC(/C=C/C(/C=C/C2C=CC=CC=2)=O)=CC=1.C1C=CC(/C=C/C(/C=C/C2C=CC=CC=2)=O)=CC=1.[Pd].[Pd]. The product is [C:6]([C:5]1[C:8]([F:11])=[C:9]([F:10])[C:2]([C:19]2[CH:20]=[CH:21][C:16]([C:14]#[N:15])=[N:17][CH:18]=2)=[C:3]([F:13])[C:4]=1[F:12])#[N:7]. The yield is 0.0600. (6) The product is [F:1][C:2]1[CH:9]=[CH:8][C:5](/[CH:6]=[CH:13]/[C:14]([OH:16])=[O:15])=[CH:4][C:3]=1[O:10][CH3:11]. The yield is 0.970. The catalyst is N1C=CC=CC=1.N1CCCCC1. The reactants are [F:1][C:2]1[CH:9]=[CH:8][C:5]([CH:6]=O)=[CH:4][C:3]=1[O:10][CH3:11].C(O)(=O)[CH2:13][C:14]([OH:16])=[O:15]. (7) The product is [C:12]([C:11]1[CH:14]=[C:7]([C:5]2[S:6][C:2]([N:20]3[CH:21]=[C:22]4[CH2:23][N:24]([C:28]([O:30][C:31]([CH3:33])([CH3:32])[CH3:34])=[O:29])[CH2:25][CH2:26][C:27]4=[N:19]3)=[N:3][N:4]=2)[CH:8]=[CH:9][C:10]=1[O:15][CH:16]([CH3:18])[CH3:17])#[N:13]. The yield is 0.310. The reactants are Br[C:2]1[S:6][C:5]([C:7]2[CH:8]=[CH:9][C:10]([O:15][CH:16]([CH3:18])[CH3:17])=[C:11]([CH:14]=2)[C:12]#[N:13])=[N:4][N:3]=1.[N:19]1[NH:20][CH:21]=[C:22]2[C:27]=1[CH2:26][CH2:25][N:24]([C:28]([O:30][C:31]([CH3:34])([CH3:33])[CH3:32])=[O:29])[CH2:23]2.C([O-])([O-])=O.[Cs+].[Cs+]. The catalyst is CN(C=O)C.[Cu]I. (8) The reactants are [Cl:1][C:2]1[CH:3]=[C:4]([NH2:18])[CH:5]=[C:6]([Cl:17])[C:7]=1[O:8][C:9]1[CH:14]=[CH:13][C:12]([O:15][CH3:16])=[CH:11][CH:10]=1.Br[CH2:20][C:21]([O:23][CH2:24][CH3:25])=[O:22].C(N(C(C)C)CC)(C)C. The catalyst is CN(C=O)C.C(OCC)(=O)C. The product is [CH2:24]([O:23][C:21](=[O:22])[CH2:20][NH:18][C:4]1[CH:3]=[C:2]([Cl:1])[C:7]([O:8][C:9]2[CH:10]=[CH:11][C:12]([O:15][CH3:16])=[CH:13][CH:14]=2)=[C:6]([Cl:17])[CH:5]=1)[CH3:25]. The yield is 0.760.